From a dataset of Aqueous solubility values for 9,982 compounds from the AqSolDB database. Regression/Classification. Given a drug SMILES string, predict its absorption, distribution, metabolism, or excretion properties. Task type varies by dataset: regression for continuous measurements (e.g., permeability, clearance, half-life) or binary classification for categorical outcomes (e.g., BBB penetration, CYP inhibition). For this dataset (solubility_aqsoldb), we predict Y. (1) The drug is CN(C)N=Nc1ccc(C(=O)O)cc1. The Y is -0.800 log mol/L. (2) The compound is O=C(O)c1ccccc1C(=O)Nc1ccccc1. The Y is -4.08 log mol/L. (3) The drug is Cc1ccc2nc(-c3ccc(N)cc3)sc2c1S(=O)(=O)O. The Y is -4.33 log mol/L. (4) The drug is CCC1NC(=O)NC1=O. The Y is -0.0600 log mol/L. (5) The compound is O=C(O)C(CO)c1ccccc1. The Y is -0.930 log mol/L. (6) The drug is ClCC(Br)CBr. The Y is -2.37 log mol/L. (7) The compound is CC(C)CC1(CCO)C(=O)NC(=S)NC1=O. The Y is -2.62 log mol/L. (8) The molecule is CC(=O)NC(CSc1c(Cl)cccc1Cl)C(=O)O. The Y is -2.31 log mol/L. (9) The molecule is CCOC1CC1. The Y is -0.641 log mol/L. (10) The compound is CC1(C)CC(=O)CC(=O)C1. The Y is -1.53 log mol/L.